From a dataset of Reaction yield outcomes from USPTO patents with 853,638 reactions. Predict the reaction yield, written as a fraction of the theoretical maximum amount of product (1.0 means a 100% yield; for example, 0.34 means a 34% yield). (1) The reactants are [CH3:1][S-:2].[Br:3][C:4]1[CH:9]=[C:8]([CH2:10]Br)[C:7]([F:12])=[CH:6][C:5]=1[O:13][CH3:14].O.C(OCC)(=O)C. The catalyst is CN(C=O)C. The product is [Br:3][C:4]1[CH:9]=[C:8]([CH2:10][S:2][CH3:1])[C:7]([F:12])=[CH:6][C:5]=1[O:13][CH3:14]. The yield is 0.990. (2) The reactants are Cl.C(OC(=O)[CH2:6][CH:7]([C:12]1[CH:17]=[CH:16][C:15]([Br:18])=[CH:14][CH:13]=1)[CH2:8][CH2:9][CH2:10][NH2:11])C.C(=O)([O-])[O-:21].[K+].[K+]. The catalyst is C(O)C. The product is [Br:18][C:15]1[CH:16]=[CH:17][C:12]([CH:7]2[CH2:8][CH2:9][CH2:10][NH:11][C:6]2=[O:21])=[CH:13][CH:14]=1. The yield is 0.860. (3) The reactants are Cl[C:2]1[N:7]=[C:6]([Cl:8])[C:5]([C:9]([F:12])([F:11])[F:10])=[CH:4][N:3]=1.N#N.[NH2:15][C:16]1[CH:21]=[CH:20][C:19]([CH:22]2[CH2:27][CH2:26][N:25]([C:28]([O:30][C:31]([CH3:34])([CH3:33])[CH3:32])=[O:29])[CH2:24][CH2:23]2)=[CH:18][CH:17]=1.CCN(CC)CC. The catalyst is CO.O.[Cl-].[Zn+2].[Cl-].ClCCCl.CC(O)(C)C. The product is [Cl:8][C:6]1[C:5]([C:9]([F:12])([F:11])[F:10])=[CH:4][N:3]=[C:2]([NH:15][C:16]2[CH:21]=[CH:20][C:19]([CH:22]3[CH2:23][CH2:24][N:25]([C:28]([O:30][C:31]([CH3:34])([CH3:33])[CH3:32])=[O:29])[CH2:26][CH2:27]3)=[CH:18][CH:17]=2)[N:7]=1. The yield is 0.880. (4) The reactants are [ClH:1].C([N:9]1[CH2:20][CH:19]2[CH2:21][CH:11]([CH2:12][C:13]3[CH:14]=[C:15]([CH2:22][CH3:23])[CH:16]=[CH:17][C:18]=32)[CH2:10]1)C1C=CC=CC=1.C([O-])=O.[NH4+]. The catalyst is CO.[OH-].[OH-].[Pd+2]. The product is [ClH:1].[CH2:22]([C:15]1[CH:16]=[CH:17][C:18]2[CH:19]3[CH2:21][CH:11]([CH2:12][C:13]=2[CH:14]=1)[CH2:10][NH:9][CH2:20]3)[CH3:23]. The yield is 0.680. (5) The reactants are [CH3:1][C:2]1[C:3]([CH2:8][N:9]([CH2:16][C:17]2[C:22]([CH3:23])=[CH:21][CH:20]=[CH:19][N:18]=2)[CH:10]2[CH2:15][CH2:14][NH:13][CH2:12][CH2:11]2)=[N:4][CH:5]=[CH:6][CH:7]=1.[NH:24]1[C:28]2[CH:29]=[CH:30][CH:31]=[C:32]([C:33](Cl)=[O:34])[C:27]=2[N:26]=[CH:25]1.CCN(CC)CC.O. The catalyst is C(Cl)Cl. The product is [N:24]1[C:28]2[CH:29]=[CH:30][CH:31]=[C:32]([C:33]([N:13]3[CH2:14][CH2:15][CH:10]([N:9]([CH2:16][C:17]4[C:22]([CH3:23])=[CH:21][CH:20]=[CH:19][N:18]=4)[CH2:8][C:3]4[C:2]([CH3:1])=[CH:7][CH:6]=[CH:5][N:4]=4)[CH2:11][CH2:12]3)=[O:34])[C:27]=2[NH:26][CH:25]=1. The yield is 0.560. (6) The reactants are [NH:1]1[CH:5]=[CH:4][CH:3]=[N:2]1.[Br:6][C:7]1[CH:12]=[CH:11][C:10]([CH2:13]Br)=[C:9]([CH2:15][CH3:16])[CH:8]=1. The catalyst is CN(C=O)C.O. The product is [Br:6][C:7]1[CH:12]=[CH:11][C:10]([CH2:13][N:1]2[CH:5]=[CH:4][CH:3]=[N:2]2)=[C:9]([CH2:15][CH3:16])[CH:8]=1. The yield is 0.800. (7) The reactants are Cl.Cl.[NH:3]1[CH2:8][CH2:7][CH:6]([N:9]2[CH2:13][CH2:12][N:11]([CH2:14][CH2:15][CH2:16][N:17]3[CH2:22][CH2:21][CH2:20][CH2:19][CH2:18]3)[C:10]2=[C:23]([C:26]#[N:27])[C:24]#[N:25])[CH2:5][CH2:4]1.Cl[C:29]([CH3:33])([CH3:32])[C:30]#[CH:31].C(N(CC)CC)C.Cl. The catalyst is C1COCC1.[Cu](Cl)Cl.CN(C=O)C. The product is [CH3:32][C:29]([N:3]1[CH2:8][CH2:7][CH:6]([N:9]2[CH2:13][CH2:12][N:11]([CH2:14][CH2:15][CH2:16][N:17]3[CH2:22][CH2:21][CH2:20][CH2:19][CH2:18]3)[C:10]2=[C:23]([C:24]#[N:25])[C:26]#[N:27])[CH2:5][CH2:4]1)([CH3:33])[C:30]#[CH:31]. The yield is 0.193. (8) The reactants are [Br:1][C:2]1[CH:9]=[CH:8][C:5]([CH2:6][OH:7])=[CH:4][CH:3]=1.[H-].[Na+].Br[CH2:13][CH2:14][CH2:15][CH3:16]. The catalyst is CN(C)C=O. The product is [Br:1][C:2]1[CH:9]=[CH:8][C:5]([CH2:6][O:7][CH2:13][CH2:14][CH2:15][CH3:16])=[CH:4][CH:3]=1. The yield is 0.890. (9) The reactants are [Cl:1][C:2]1[CH:3]=[C:4]([CH:7]=[CH:8][C:9]=1[F:10])[CH:5]=O.[CH2:11]([O:13][C:14]([C@H:16]1[C@@H:21]([NH2:22])[C@H:20]2[CH2:23][C@@H:17]1[CH2:18][CH2:19]2)=[O:15])[CH3:12].C([BH3-])#N.[Na+]. The catalyst is C(O)(=O)C.CO. The product is [CH2:11]([O:13][C:14]([C@H:16]1[C@@H:21]([NH:22][CH2:5][C:4]2[CH:7]=[CH:8][C:9]([F:10])=[C:2]([Cl:1])[CH:3]=2)[C@H:20]2[CH2:23][C@@H:17]1[CH2:18][CH2:19]2)=[O:15])[CH3:12]. The yield is 0.770.